Dataset: TCR-epitope binding with 47,182 pairs between 192 epitopes and 23,139 TCRs. Task: Binary Classification. Given a T-cell receptor sequence (or CDR3 region) and an epitope sequence, predict whether binding occurs between them. (1) The epitope is SSNVANYQK. The TCR CDR3 sequence is CSVPGREWGYTF. Result: 1 (the TCR binds to the epitope). (2) The epitope is TPRVTGGGAM. The TCR CDR3 sequence is CASSLRGESLVNEQFF. Result: 1 (the TCR binds to the epitope).